From a dataset of Reaction yield outcomes from USPTO patents with 853,638 reactions. Predict the reaction yield, written as a fraction of the theoretical maximum amount of product (1.0 means a 100% yield; for example, 0.34 means a 34% yield). The catalyst is O1CCOCC1.C([O-])(=O)C.C([O-])(=O)C.[Pd+2]. The yield is 0.210. The product is [N:65]1[C:64]([CH2:63][CH2:62][N:59]2[C:60](=[O:61])[C:51]3[C:52](=[CH:53][N:54]([CH3:57])[C:55](=[O:56])[C:50]=3[N:73]3[CH2:78][CH2:77][O:76][CH2:75][CH2:74]3)[CH2:58]2)=[CH:72][N:67]2[CH:68]=[CH:69][CH:70]=[CH:71][C:66]=12. The reactants are CC1(C)C2C(=C(P(C3C=CC=CC=3)C3C=CC=CC=3)C=CC=2)OC2C(P(C3C=CC=CC=3)C3C=CC=CC=3)=CC=CC1=2.C([O-])([O-])=O.[Cs+].[Cs+].Cl[C:50]1[C:55](=[O:56])[N:54]([CH3:57])[CH:53]=[C:52]2[CH2:58][N:59]([CH2:62][CH2:63][C:64]3[N:65]=[C:66]4[CH:71]=[CH:70][CH:69]=[CH:68][N:67]4[CH:72]=3)[C:60](=[O:61])[C:51]=12.[NH:73]1[CH2:78][CH2:77][O:76][CH2:75][CH2:74]1.